Dataset: Full USPTO retrosynthesis dataset with 1.9M reactions from patents (1976-2016). Task: Predict the reactants needed to synthesize the given product. (1) Given the product [CH3:1][O:2][C:3]1[CH:11]=[CH:10][C:6]([C:7]([N:37]2[CH2:36][CH2:35][N:34]([C:40]([O:42][C:43]([CH3:46])([CH3:45])[CH3:44])=[O:41])[CH2:39][CH2:38]2)=[O:9])=[CH:5][C:4]=1[C:12]#[C:13][C:14]1[CH:19]=[CH:18][CH:17]=[CH:16][N:15]=1, predict the reactants needed to synthesize it. The reactants are: [CH3:1][O:2][C:3]1[CH:11]=[CH:10][C:6]([C:7]([OH:9])=O)=[CH:5][C:4]=1[C:12]#[C:13][C:14]1[CH:19]=[CH:18][CH:17]=[CH:16][N:15]=1.C1C=CC2N(O)N=NC=2C=1.C(Cl)CCl.[N:34]1([C:40]([O:42][C:43]([CH3:46])([CH3:45])[CH3:44])=[O:41])[CH2:39][CH2:38][NH:37][CH2:36][CH2:35]1. (2) Given the product [Br:8][C:9]1[CH:10]=[N:11][C:12]2[C:13]3[N:26]([CH2:27][C:28]([CH3:30])([OH:31])[CH3:29])[C:20]([CH2:21][O:22][CH2:23][CH3:24])=[N:19][C:14]=3[CH:15]=[N:16][C:17]=2[CH:18]=1, predict the reactants needed to synthesize it. The reactants are: C(=O)([O-])[O-].[K+].[K+].Cl.[Br:8][C:9]1[CH:18]=[C:17]2[C:12]([C:13]([NH:26][CH2:27][C:28]([OH:31])([CH3:30])[CH3:29])=[C:14]([NH:19][C:20](=O)[CH2:21][O:22][CH2:23][CH3:24])[CH:15]=[N:16]2)=[N:11][CH:10]=1. (3) The reactants are: [CH2:1]([NH:4][CH2:5][C:6]1[CH:7]=[CH:8][CH:9]=[C:10]2[C:14]=1[NH:13][CH:12]=[CH:11]2)[CH:2]=[CH2:3].[C:15](O[C:15]([O:17][C:18]([CH3:21])([CH3:20])[CH3:19])=[O:16])([O:17][C:18]([CH3:21])([CH3:20])[CH3:19])=[O:16]. Given the product [C:18]([O:17][C:15]([N:4]([CH2:1][CH:2]=[CH2:3])[CH2:5][C:6]1[CH:7]=[CH:8][CH:9]=[C:10]2[C:14]=1[NH:13][CH:12]=[CH:11]2)=[O:16])([CH3:21])([CH3:20])[CH3:19], predict the reactants needed to synthesize it. (4) Given the product [C:1]([C:4]1[CH:5]=[C:6]2[C:10](=[CH:11][CH:12]=1)[NH:9][C:8](=[O:13])[C:7]2=[CH:23][C:15]1[NH:14][C:22]2[C:17]([CH:16]=1)=[CH:18][CH:19]=[CH:20][CH:21]=2)(=[O:3])[CH3:2], predict the reactants needed to synthesize it. The reactants are: [C:1]([C:4]1[CH:5]=[C:6]2[C:10](=[CH:11][CH:12]=1)[NH:9][C:8](=[O:13])[CH2:7]2)(=[O:3])[CH3:2].[NH:14]1[C:22]2[C:17](=[CH:18][CH:19]=[CH:20][CH:21]=2)[CH:16]=[C:15]1[CH:23]=O.N1CCCCC1.